The task is: Regression. Given a peptide amino acid sequence and an MHC pseudo amino acid sequence, predict their binding affinity value. This is MHC class I binding data.. This data is from Peptide-MHC class I binding affinity with 185,985 pairs from IEDB/IMGT. The peptide sequence is FHSRFVQAL. The MHC is HLA-B35:01 with pseudo-sequence HLA-B35:01. The binding affinity (normalized) is 0.0847.